This data is from Reaction yield outcomes from USPTO patents with 853,638 reactions. The task is: Predict the reaction yield, written as a fraction of the theoretical maximum amount of product (1.0 means a 100% yield; for example, 0.34 means a 34% yield). (1) The reactants are [CH2:1]([O:8][N:9]1[C:15](=[O:16])[N:14]2[CH2:17][C@H:10]1[CH2:11][CH2:12][C@H:13]2[C:18]([OH:20])=O)[C:2]1[CH:7]=[CH:6][CH:5]=[CH:4][CH:3]=1.[NH2:21][O:22][CH:23]1[CH2:28][CH2:27][CH2:26][CH2:25][CH2:24]1.ON1C2C=CC=CC=2N=N1.Cl.C(N=C=NCCCN(C)C)C. The catalyst is C(Cl)Cl. The product is [CH2:1]([O:8][N:9]1[C:15](=[O:16])[N:14]2[CH2:17][C@H:10]1[CH2:11][CH2:12][C@H:13]2[C:18]([NH:21][O:22][CH:23]1[CH2:28][CH2:27][CH2:26][CH2:25][CH2:24]1)=[O:20])[C:2]1[CH:3]=[CH:4][CH:5]=[CH:6][CH:7]=1. The yield is 0.895. (2) The reactants are [Cl:1][C:2]1[CH:3]=[C:4]([CH:22]=[CH:23][CH:24]=1)[CH2:5][C:6]1[CH:10]=[C:9]([CH:11]2OCC[O:12]2)[S:8][C:7]=1[CH:16]([OH:21])[CH2:17][CH2:18][CH2:19]O.C(O)(C(F)(F)F)=O. The catalyst is C(Cl)Cl. The product is [Cl:1][C:2]1[CH:3]=[C:4]([CH:22]=[CH:23][CH:24]=1)[CH2:5][C:6]1[CH:10]=[C:9]([CH:11]=[O:12])[S:8][C:7]=1[CH:16]1[CH2:17][CH2:18][CH2:19][O:21]1. The yield is 0.920. (3) The reactants are [OH:1][C:2]([CH3:41])([CH3:40])[CH2:3][O:4][C@H:5]1[CH2:10][CH2:9][C@H:8]([N:11]2[C:16](=[O:17])[C:15]([CH2:18][C:19]3[CH:24]=[CH:23][C:22]([C:25]4[C:26]([C:31]#[N:32])=[CH:27][CH:28]=[CH:29][CH:30]=4)=[CH:21][CH:20]=3)=[C:14]([CH2:33][CH2:34][CH3:35])[N:13]3[N:36]=[C:37](C)[N:38]=[C:12]23)[CH2:7][CH2:6]1.C([Sn](=O)CCCC)CCC.[N:52]([Si](C)(C)C)=[N+:53]=[N-:54].C1(C)C=CC=CC=1. The catalyst is C(OCC)(=O)C. The product is [OH:1][C:2]([CH3:41])([CH3:40])[CH2:3][O:4][C@H:5]1[CH2:6][CH2:7][C@H:8]([N:11]2[C:16](=[O:17])[C:15]([CH2:18][C:19]3[CH:24]=[CH:23][C:22]([C:25]4[CH:30]=[CH:29][CH:28]=[CH:27][C:26]=4[C:31]4[NH:54][N:53]=[N:52][N:32]=4)=[CH:21][CH:20]=3)=[C:14]([CH2:33][CH2:34][CH3:35])[N:13]3[N:36]=[CH:37][N:38]=[C:12]23)[CH2:9][CH2:10]1. The yield is 0.150.